From a dataset of Peptide-MHC class I binding affinity with 185,985 pairs from IEDB/IMGT. Regression. Given a peptide amino acid sequence and an MHC pseudo amino acid sequence, predict their binding affinity value. This is MHC class I binding data. (1) The peptide sequence is NRDVSFQDL. The MHC is HLA-B39:01 with pseudo-sequence HLA-B39:01. The binding affinity (normalized) is 0.550. (2) The peptide sequence is KTKDYVNGL. The MHC is Mamu-A11 with pseudo-sequence Mamu-A11. The binding affinity (normalized) is 0. (3) The peptide sequence is DSMGQGDAY. The MHC is HLA-B57:01 with pseudo-sequence HLA-B57:01. The binding affinity (normalized) is 0.0847. (4) The peptide sequence is KTSLSNLLA. The MHC is HLA-A02:01 with pseudo-sequence HLA-A02:01. The binding affinity (normalized) is 0.0847. (5) The peptide sequence is LKGPDIYKGVY. The MHC is H-2-Kb with pseudo-sequence H-2-Kb. The binding affinity (normalized) is 0.